From a dataset of Catalyst prediction with 721,799 reactions and 888 catalyst types from USPTO. Predict which catalyst facilitates the given reaction. (1) Reactant: [C:9](O[C:9]([O:11][C:12]([CH3:15])([CH3:14])[CH3:13])=[O:10])([O:11][C:12]([CH3:15])([CH3:14])[CH3:13])=[O:10].[CH3:16][C:17]1([CH3:25])[CH2:23][CH2:22][NH:21][C:20](=[O:24])[CH2:19][CH2:18]1. Product: [CH3:16][C:17]1([CH3:25])[CH2:23][CH2:22][N:21]([C:9]([O:11][C:12]([CH3:13])([CH3:14])[CH3:15])=[O:10])[C:20](=[O:24])[CH2:19][CH2:18]1. The catalyst class is: 251. (2) Reactant: [CH3:1][O:2][C:3](=[O:11])[C:4](=[CH2:10])[CH2:5][C:6](OC)=[O:7].[NH3:12]. Product: [O:7]=[C:6]1[NH:12][CH2:10][CH:4]([C:3]([O:2][CH3:1])=[O:11])[CH2:5]1. The catalyst class is: 5.